From a dataset of Catalyst prediction with 721,799 reactions and 888 catalyst types from USPTO. Predict which catalyst facilitates the given reaction. (1) Reactant: Cl[C:2]1[C:3]2[N:11]=[N:10][N:9]([CH2:12][C:13]3[CH:18]=[CH:17][C:16]([N+:19]([O-:21])=[O:20])=[C:15]([CH3:22])[CH:14]=3)[C:4]=2[N:5]=[C:6]([NH2:8])[N:7]=1.C(N(CC)CC)C.[O:30]1[CH:34]=[CH:33][CH:32]=[C:31]1B(O)O. The catalyst class is: 263. Product: [O:30]1[CH:34]=[CH:33][CH:32]=[C:31]1[C:2]1[C:3]2[N:11]=[N:10][N:9]([CH2:12][C:13]3[CH:18]=[CH:17][C:16]([N+:19]([O-:21])=[O:20])=[C:15]([CH3:22])[CH:14]=3)[C:4]=2[N:5]=[C:6]([NH2:8])[N:7]=1. (2) Reactant: [OH:1][C:2]1[CH:9]=[CH:8][C:5]([CH:6]=[O:7])=[CH:4][CH:3]=1.Cl[C:11]1[CH:19]=[CH:18][C:14]([C:15]([NH2:17])=[O:16])=[CH:13][N:12]=1.C(=O)([O-])[O-].[K+].[K+].C(OCC)(=O)C. Product: [CH:6]([C:5]1[CH:8]=[CH:9][C:2]([O:1][C:11]2[CH:19]=[CH:18][C:14]([C:15]([NH2:17])=[O:16])=[CH:13][N:12]=2)=[CH:3][CH:4]=1)=[O:7]. The catalyst class is: 287. (3) Reactant: [C:1]12([C:12]([O:14]C)=[O:13])[CH2:7][C:4]([C:8]([O:10][CH3:11])=[O:9])([CH2:5][CH2:6]1)[CH2:3][CH2:2]2.[OH-].[K+].O. Product: [CH3:11][O:10][C:8]([C:4]12[CH2:7][C:1]([C:12]([OH:14])=[O:13])([CH2:6][CH2:5]1)[CH2:2][CH2:3]2)=[O:9]. The catalyst class is: 5. (4) Reactant: Cl[C:2]1[CH:7]=[C:6]([C:8]#[N:9])[C:5]([C:10]2[CH:15]=[CH:14][CH:13]=[CH:12][CH:11]=2)=[CH:4][N:3]=1.[NH:16]1[CH:20]=[C:19]([C:21]([O:23][CH2:24][CH3:25])=[O:22])[CH:18]=[N:17]1.C(=O)([O-])[O-].[K+].[K+].O. Product: [C:8]([C:6]1[C:5]([C:10]2[CH:15]=[CH:14][CH:13]=[CH:12][CH:11]=2)=[CH:4][N:3]=[C:2]([N:16]2[CH:20]=[C:19]([C:21]([O:23][CH2:24][CH3:25])=[O:22])[CH:18]=[N:17]2)[CH:7]=1)#[N:9]. The catalyst class is: 16. (5) Reactant: [CH3:1][O:2][C:3](=[O:17])[C:4]1[CH:9]=[CH:8][C:7]([CH:10]([OH:16])[CH2:11][C:12]([CH3:15])([CH3:14])[CH3:13])=[CH:6][CH:5]=1.N(C(N1CCCCC1)=O)=NC(N1CCCCC1)=O.C(P(CCCC)CCCC)CCC.[Cl:49][C:50]1[N:55]=[CH:54][C:53](O)=[CH:52][C:51]=1[CH3:57]. Product: [CH3:1][O:2][C:3](=[O:17])[C:4]1[CH:9]=[CH:8][C:7]([CH:10]([O:16][C:53]2[CH:54]=[N:55][C:50]([Cl:49])=[C:51]([CH3:57])[CH:52]=2)[CH2:11][C:12]([CH3:13])([CH3:14])[CH3:15])=[CH:6][CH:5]=1. The catalyst class is: 11. (6) Reactant: [CH3:1][O:2][C:3]1[CH:4]=[C:5]([C:9](=O)[CH2:10][O:11][C:12]2[CH:25]=[CH:24][C:15](/[CH:16]=[C:17]3/[C:18](=[O:23])[NH:19][C:20](=[O:22])[S:21]/3)=[CH:14][CH:13]=2)[CH:6]=[CH:7][CH:8]=1.CN(C=O)C.Cl.[NH2:33][OH:34]. Product: [OH:34][N:33]=[C:9]([C:5]1[CH:6]=[CH:7][CH:8]=[C:3]([O:2][CH3:1])[CH:4]=1)[CH2:10][O:11][C:12]1[CH:25]=[CH:24][C:15](/[CH:16]=[C:17]2/[C:18](=[O:23])[NH:19][C:20](=[O:22])[S:21]/2)=[CH:14][CH:13]=1. The catalyst class is: 1.